From a dataset of Reaction yield outcomes from USPTO patents with 853,638 reactions. Predict the reaction yield, written as a fraction of the theoretical maximum amount of product (1.0 means a 100% yield; for example, 0.34 means a 34% yield). (1) The reactants are [BH-](OC(C)=O)(OC(C)=O)OC(C)=O.[Na+].[CH2:15]([N:22]1[C:34]2[C:33]3[CH:32]=[C:31]([O:35][CH3:36])[C:30]([C:37]4[C:38]([CH3:43])=[N:39][O:40][C:41]=4[CH3:42])=[CH:29][C:28]=3[N:27]=[C:26]([CH:44]=O)[C:25]=2[O:24][C:23]1=[O:46])[C:16]1[CH:21]=[CH:20][CH:19]=[CH:18][CH:17]=1.[NH:47]1[CH2:52][CH2:51][O:50][CH2:49][CH2:48]1.C([O-])(O)=O.[Na+]. The catalyst is ClCCCl. The product is [CH2:15]([N:22]1[C:34]2[C:33]3[CH:32]=[C:31]([O:35][CH3:36])[C:30]([C:37]4[C:38]([CH3:43])=[N:39][O:40][C:41]=4[CH3:42])=[CH:29][C:28]=3[N:27]=[C:26]([CH2:44][N:47]3[CH2:52][CH2:51][O:50][CH2:49][CH2:48]3)[C:25]=2[O:24][C:23]1=[O:46])[C:16]1[CH:21]=[CH:20][CH:19]=[CH:18][CH:17]=1. The yield is 0.130. (2) The reactants are [Br:1][C:2]1[C:7](=[O:8])[N:6]([CH3:9])[N:5]=[C:4]([C:10]([O:12]C)=O)[C:3]=1[NH:14][C:15]1[CH:20]=[CH:19][C:18]([Br:21])=[CH:17][C:16]=1[F:22].[CH:23]1([CH2:26][O:27][NH2:28])[CH2:25][CH2:24]1. No catalyst specified. The product is [Br:1][C:2]1[C:7](=[O:8])[N:6]([CH3:9])[N:5]=[C:4]([C:10]([NH:28][O:27][CH2:26][CH:23]2[CH2:25][CH2:24]2)=[O:12])[C:3]=1[NH:14][C:15]1[CH:20]=[CH:19][C:18]([Br:21])=[CH:17][C:16]=1[F:22]. The yield is 0.400. (3) The reactants are [O:1]1[C:5]2[CH:6]=[CH:7][C:8]([CH2:10][CH2:11][NH:12][C:13]([C:15]3[CH:35]=[CH:34][C:18]([O:19][C:20]4[CH:29]=[C:28]5[C:23]([CH:24]([C:30]([OH:32])=[O:31])[CH2:25][CH2:26][O:27]5)=[CH:22][C:21]=4[Cl:33])=[CH:17][CH:16]=3)=[O:14])=[CH:9][C:4]=2[O:3][CH2:2]1.O1CCCC1CO.C[O-].[Na+:45]. No catalyst specified. The product is [O:1]1[C:5]2[CH:6]=[CH:7][C:8]([CH2:10][CH2:11][NH:12][C:13]([C:15]3[CH:35]=[CH:34][C:18]([O:19][C:20]4[CH:29]=[C:28]5[C:23]([CH:24]([C:30]([O-:32])=[O:31])[CH2:25][CH2:26][O:27]5)=[CH:22][C:21]=4[Cl:33])=[CH:17][CH:16]=3)=[O:14])=[CH:9][C:4]=2[O:3][CH2:2]1.[Na+:45]. The yield is 1.01. (4) The catalyst is CN(C=O)C. The reactants are [Cl:1][C:2]1[CH:3]=[C:4]([CH:18]=[CH:19][C:20]=1[Cl:21])[CH2:5][C:6]1[CH:7]=[N:8][C:9]2[N:10]([N:12]=[CH:13][C:14]=2[C:15]([OH:17])=O)[CH:11]=1.CN(C(ON1N=NC2C=CC=CC1=2)=[N+](C)C)C.[B-](F)(F)(F)F.C(N(CC)CC)C.[CH3:51][S:52][CH2:53][CH2:54][NH2:55]. The yield is 0.340. The product is [Cl:1][C:2]1[CH:3]=[C:4]([CH:18]=[CH:19][C:20]=1[Cl:21])[CH2:5][C:6]1[CH:7]=[N:8][C:9]2[N:10]([N:12]=[CH:13][C:14]=2[C:15]([NH:55][CH2:54][CH2:53][S:52][CH3:51])=[O:17])[CH:11]=1. (5) The reactants are S(C)C.[F:4][C:5]1[CH:10]=[CH:9][C:8]([C:11]2[O:12][CH:13]=[C:14]([CH2:16][C:17]#[N:18])[N:15]=2)=[CH:7][CH:6]=1. The yield is 0.370. The product is [F:4][C:5]1[CH:6]=[CH:7][C:8]([C:11]2[O:12][CH:13]=[C:14]([CH2:16][CH2:17][NH2:18])[N:15]=2)=[CH:9][CH:10]=1. The catalyst is C1COCC1.CCOC(C)=O.